Dataset: Forward reaction prediction with 1.9M reactions from USPTO patents (1976-2016). Task: Predict the product of the given reaction. (1) Given the reactants [O:1]1[C:5]2([CH2:10][CH2:9][CH:8]([O:11][C:12]3[N:17]=[C:16]([C:18]([F:21])([F:20])[F:19])[N:15]=[C:14]([CH:22]=[O:23])[CH:13]=3)[CH2:7][CH2:6]2)[O:4][CH2:3][CH2:2]1.[BH4-].[Na+], predict the reaction product. The product is: [O:4]1[C:5]2([CH2:10][CH2:9][CH:8]([O:11][C:12]3[N:17]=[C:16]([C:18]([F:20])([F:21])[F:19])[N:15]=[C:14]([CH2:22][OH:23])[CH:13]=3)[CH2:7][CH2:6]2)[O:1][CH2:2][CH2:3]1. (2) Given the reactants [F:1][C:2]1[CH:7]=[CH:6][C:5]([N+:8]([O-])=O)=[C:4]([O:11][C@@H:12]2[CH2:17][CH2:16][CH2:15][CH2:14][C@H:13]2[OH:18])[CH:3]=1.[H][H], predict the reaction product. The product is: [F:1][C:2]1[CH:7]=[CH:6][C:5]([NH2:8])=[C:4]([O:11][C@@H:12]2[CH2:17][CH2:16][CH2:15][CH2:14][C@H:13]2[OH:18])[CH:3]=1. (3) Given the reactants [F:1][C:2]([F:14])([F:13])[O:3][C:4]1[CH:9]=[CH:8][C:7](B(O)O)=[CH:6][CH:5]=1.FC(F)(F)S(O[C:21]1[CH:22]=[C:23]([C@H:27]2[CH2:31][C:30]3([CH2:36][CH2:35][N:34]([C:37]([O:39][C:40]([CH3:43])([CH3:42])[CH3:41])=[O:38])[CH2:33][CH2:32]3)[O:29][CH2:28]2)[CH:24]=[CH:25][CH:26]=1)(=O)=O.C1(C)C=CC=CC=1.C(=O)([O-])[O-].[Cs+].[Cs+], predict the reaction product. The product is: [F:1][C:2]([F:14])([F:13])[O:3][C:4]1[CH:9]=[CH:8][C:7]([C:25]2[CH:26]=[CH:21][CH:22]=[C:23]([C@H:27]3[CH2:31][C:30]4([CH2:32][CH2:33][N:34]([C:37]([O:39][C:40]([CH3:43])([CH3:42])[CH3:41])=[O:38])[CH2:35][CH2:36]4)[O:29][CH2:28]3)[CH:24]=2)=[CH:6][CH:5]=1. (4) Given the reactants CN(C(ON1N=NC2C=CC=NC1=2)=[N+](C)C)C.F[P-](F)(F)(F)(F)F.[Cl:25][C:26]1[N:30]2[CH:31]=[C:32]([C:39]3[CH:43]=[CH:42][O:41][CH:40]=3)[CH:33]=[C:34]([C:35]([F:38])([F:37])[F:36])[C:29]2=[N:28][C:27]=1[C:44]([OH:46])=O.[CH3:47][O:48][C:49]1[CH:54]=[CH:53][C:52]([CH:55]2[CH2:59][CH2:58][NH:57][CH2:56]2)=[CH:51][CH:50]=1, predict the reaction product. The product is: [Cl:25][C:26]1[N:30]2[CH:31]=[C:32]([C:39]3[CH:43]=[CH:42][O:41][CH:40]=3)[CH:33]=[C:34]([C:35]([F:37])([F:38])[F:36])[C:29]2=[N:28][C:27]=1[C:44]([N:57]1[CH2:58][CH2:59][CH:55]([C:52]2[CH:53]=[CH:54][C:49]([O:48][CH3:47])=[CH:50][CH:51]=2)[CH2:56]1)=[O:46].